Dataset: Cav3 T-type calcium channel HTS with 100,875 compounds. Task: Binary Classification. Given a drug SMILES string, predict its activity (active/inactive) in a high-throughput screening assay against a specified biological target. The molecule is O=C1c2n(c3c1cccc3)c(c(c2)C(OCC)=O)C. The result is 0 (inactive).